This data is from Ames mutagenicity test results for genotoxicity prediction. The task is: Regression/Classification. Given a drug SMILES string, predict its toxicity properties. Task type varies by dataset: regression for continuous values (e.g., LD50, hERG inhibition percentage) or binary classification for toxic/non-toxic outcomes (e.g., AMES mutagenicity, cardiotoxicity, hepatotoxicity). Dataset: ames. (1) The compound is CCCC(C)(COC(N)=O)COC(=O)NC(C)C. The result is 0 (non-mutagenic). (2) The molecule is Nc1nc(N)nc(N)n1. The result is 0 (non-mutagenic). (3) The molecule is O=C1C=CC(=O)N1. The result is 1 (mutagenic). (4) The drug is O=C1CCCCC1. The result is 0 (non-mutagenic). (5) The drug is CCCCCCCCC1OC1CCCCCCCC(=O)OCC(CC)CCCC. The result is 0 (non-mutagenic). (6) The result is 0 (non-mutagenic). The molecule is O=NN(Cc1ccccc1)Cc1ccccc1. (7) The compound is NC1=NC(C(=O)O)CS1. The result is 0 (non-mutagenic). (8) The drug is CC(C)CC(=O)/N=c1\sn(C(=O)CC(C)C)c2ccc([N+](=O)[O-])cc12. The result is 1 (mutagenic). (9) The drug is Cc1ccc2ccc3c4ccccc4ccc3c2c1. The result is 1 (mutagenic). (10) The drug is CC(=O)OCC[C@@H](C=O)c1c(O)cc2c(c1O)C(=O)c1c(O)cc(O)cc1C2=O. The result is 1 (mutagenic).